From a dataset of NCI-60 drug combinations with 297,098 pairs across 59 cell lines. Regression. Given two drug SMILES strings and cell line genomic features, predict the synergy score measuring deviation from expected non-interaction effect. (1) Cell line: OVCAR3. Drug 2: C1CCC(C(C1)N)N.C(=O)(C(=O)[O-])[O-].[Pt+4]. Synergy scores: CSS=5.29, Synergy_ZIP=-4.95, Synergy_Bliss=-3.62, Synergy_Loewe=-3.33, Synergy_HSA=-2.94. Drug 1: CC12CCC(CC1=CCC3C2CCC4(C3CC=C4C5=CN=CC=C5)C)O. (2) Drug 1: C1=CC(=CC=C1CCCC(=O)O)N(CCCl)CCCl. Drug 2: CC1CCCC2(C(O2)CC(NC(=O)CC(C(C(=O)C(C1O)C)(C)C)O)C(=CC3=CSC(=N3)C)C)C. Cell line: RPMI-8226. Synergy scores: CSS=30.3, Synergy_ZIP=-4.61, Synergy_Bliss=-9.09, Synergy_Loewe=-11.5, Synergy_HSA=-11.4.